From a dataset of Reaction yield outcomes from USPTO patents with 853,638 reactions. Predict the reaction yield, written as a fraction of the theoretical maximum amount of product (1.0 means a 100% yield; for example, 0.34 means a 34% yield). (1) The reactants are [O:1]1[C:5]2[CH:6]=[C:7]([C:10]3([C:13]([OH:15])=[O:14])[CH2:12][CH2:11]3)[CH:8]=[CH:9][C:4]=2[CH:3]=[CH:2]1. The catalyst is CO.O=[Pt]=O. The product is [O:1]1[C:5]2[CH:6]=[C:7]([C:10]3([C:13]([OH:15])=[O:14])[CH2:12][CH2:11]3)[CH:8]=[CH:9][C:4]=2[CH2:3][CH2:2]1. The yield is 0.420. (2) The reactants are [NH2:1][C:2]1[CH:9]=[CH:8][C:7]([O:10][CH2:11][C:12]2[CH:17]=[CH:16][CH:15]=[CH:14][CH:13]=2)=[CH:6][C:3]=1[C:4]#[N:5].[N:18]([O-])=O.[Na+]. The catalyst is Cl.O. The product is [CH2:11]([O:10][C:7]1[CH:6]=[C:3]2[C:2](=[CH:9][CH:8]=1)[NH:1][N:5]=[C:4]2[NH2:18])[C:12]1[CH:17]=[CH:16][CH:15]=[CH:14][CH:13]=1. The yield is 0.620. (3) The product is [CH3:1][O:2][C:3]1[CH:4]=[CH:5][C:6]([N+:12]([O-:14])=[O:13])=[C:7]([CH2:8][OH:9])[CH:11]=1. The yield is 0.660. The reactants are [CH3:1][O:2][C:3]1[CH:4]=[CH:5][C:6]([N+:12]([O-:14])=[O:13])=[C:7]([CH:11]=1)[C:8](O)=[O:9].O=S(Cl)Cl.[BH4-].[Na+]. The catalyst is C1COCC1.CN(C=O)C. (4) The reactants are [C:1]([O:5][C:6](=[O:22])[NH:7][C@H:8]([C:19](=O)[NH2:20])[CH2:9][C:10]1[CH:15]=[CH:14][C:13]([N+:16]([O-:18])=[O:17])=[CH:12][CH:11]=1)([CH3:4])([CH3:3])[CH3:2].COC1C=CC(P2(SP(C3C=CC(OC)=CC=3)(=S)S2)=[S:32])=CC=1. The catalyst is C1COCC1. The product is [C:1]([O:5][C:6](=[O:22])[NH:7][C@H:8]([C:19](=[S:32])[NH2:20])[CH2:9][C:10]1[CH:15]=[CH:14][C:13]([N+:16]([O-:18])=[O:17])=[CH:12][CH:11]=1)([CH3:4])([CH3:3])[CH3:2]. The yield is 0.830. (5) The reactants are [Cl:1][C:2]1[CH:7]=[CH:6][C:5]([C:8]2[N:12]=[C:11]([C:13]3[S:14][CH:15]=[CH:16][C:17]=3[Cl:18])[O:10][N:9]=2)=[CH:4][C:3]=1[CH3:19].C1C(=O)N([Br:27])C(=O)C1.CC(N=NC(C#N)(C)C)(C#N)C.BrBr. The catalyst is C(Cl)(Cl)(Cl)Cl. The product is [Br:27][CH2:19][C:3]1[CH:4]=[C:5]([C:8]2[N:12]=[C:11]([C:13]3[S:14][CH:15]=[CH:16][C:17]=3[Cl:18])[O:10][N:9]=2)[CH:6]=[CH:7][C:2]=1[Cl:1]. The yield is 0.440. (6) The reactants are [CH3:1][O:2][C:3](=[O:22])[CH2:4][CH2:5][CH2:6][CH2:7][C:8]1[O:9][C:10]([C:13]2[CH:18]=[C:17]([Cl:19])[CH:16]=[CH:15][C:14]=2[O:20]C)=[CH:11][N:12]=1.B(Br)(Br)Br. The catalyst is C(Cl)Cl. The product is [CH3:1][O:2][C:3](=[O:22])[CH2:4][CH2:5][CH2:6][CH2:7][C:8]1[O:9][C:10]([C:13]2[CH:18]=[C:17]([Cl:19])[CH:16]=[CH:15][C:14]=2[OH:20])=[CH:11][N:12]=1. The yield is 0.820. (7) The reactants are [NH2:1][CH2:2][CH2:3][CH2:4][CH2:5][CH2:6][CH2:7][O:8][Si](C(C)(C)C)(C1C=CC=CC=1)C1C=CC=CC=1.[C:26]([O:41][C@H:42]([CH2:47][CH2:48][CH2:49][CH2:50][CH2:51][CH2:52][CH2:53][CH2:54][CH2:55][CH2:56][CH3:57])[CH2:43][C:44](O)=[O:45])(=[O:40])[CH2:27][CH2:28][CH2:29][CH2:30][CH2:31][CH2:32][CH2:33][CH2:34][CH2:35][CH2:36][CH2:37][CH2:38][CH3:39].C(Cl)CCl.CI.CCCC[N+](CCCC)(CCCC)CCCC.[F-]. The catalyst is C1COCC1. The product is [C:26]([O:41][C@H:42]([CH2:47][CH2:48][CH2:49][CH2:50][CH2:51][CH2:52][CH2:53][CH2:54][CH2:55][CH2:56][CH3:57])[CH2:43][C:44]([NH:1][CH2:2][CH2:3][CH2:4][CH2:5][CH2:6][CH2:7][OH:8])=[O:45])(=[O:40])[CH2:27][CH2:28][CH2:29][CH2:30][CH2:31][CH2:32][CH2:33][CH2:34][CH2:35][CH2:36][CH2:37][CH2:38][CH3:39]. The yield is 0.300.